Task: Predict the product of the given reaction.. Dataset: Forward reaction prediction with 1.9M reactions from USPTO patents (1976-2016) Given the reactants [N:1]1([C:7]2[CH:15]=[CH:14][C:10]([C:11]([OH:13])=[O:12])=[CH:9][C:8]=2[C:16]([F:19])([F:18])[F:17])[CH2:6][CH2:5][O:4][CH2:3][CH2:2]1.[OH-].[Na+].[Mn]([O-])(=O)(=O)=[O:23].[K+].S([O-])([O-])(=O)=S.[Na+].[Na+], predict the reaction product. The product is: [N:1]1([C:7]2[CH:15]=[CH:14][C:10]([C:11]([OH:13])=[O:12])=[CH:9][C:8]=2[C:16]([F:17])([F:19])[F:18])[CH2:6][CH2:5][O:4][CH2:3][C:2]1=[O:23].